Dataset: Reaction yield outcomes from USPTO patents with 853,638 reactions. Task: Predict the reaction yield, written as a fraction of the theoretical maximum amount of product (1.0 means a 100% yield; for example, 0.34 means a 34% yield). (1) The reactants are [Br:1][C:2]1[CH:7]=[CH:6][C:5]([OH:8])=[CH:4][CH:3]=1.Br[CH2:10][C:11]([CH3:15])([CH3:14])[CH2:12][OH:13].C(=O)([O-])[O-].[K+].[K+]. The catalyst is CN(C=O)C. The product is [Br:1][C:2]1[CH:7]=[CH:6][C:5]([O:8][CH2:10][C:11]([CH3:15])([CH3:14])[CH2:12][OH:13])=[CH:4][CH:3]=1. The yield is 0.290. (2) The reactants are [Cl:1][C:2]1[CH:7]=[CH:6][C:5]([OH:8])=[CH:4][N:3]=1.C(=O)([O-])[O-].[Na+].[Na+].[I:15]I.Cl.[CH2:18](Br)[C:19]1[CH:24]=[CH:23][CH:22]=[CH:21][CH:20]=1.C(=O)([O-])[O-].[K+].[K+]. The catalyst is CC(C)=O. The product is [CH2:18]([O:8][C:5]1[C:4]([I:15])=[N:3][C:2]([Cl:1])=[CH:7][CH:6]=1)[C:19]1[CH:24]=[CH:23][CH:22]=[CH:21][CH:20]=1. The yield is 0.690. (3) The reactants are [Cl:1][C:2]1[CH:7]=[C:6]([CH3:8])[C:5]([N+:9]([O-:11])=[O:10])=[CH:4][C:3]=1[N+:12]([O-:14])=[O:13].C[C:16]([N:18]([CH3:20])[CH3:19])=O.O. The catalyst is CN(C=O)C. The product is [Cl:1][C:2]1[C:3]([N+:12]([O-:14])=[O:13])=[CH:4][C:5]([N+:9]([O-:11])=[O:10])=[C:6](/[CH:8]=[CH:16]/[N:18]([CH3:20])[CH3:19])[CH:7]=1. The yield is 0.720. (4) The reactants are C[N:2](C)/[CH:3]=[CH:4]/[C:5]([C:7]1[CH:12]=[CH:11][CH:10]=[C:9]([C:13]([F:16])([F:15])[F:14])[CH:8]=1)=O.C(O)C.[NH2:21]N. No catalyst specified. The product is [F:14][C:13]([F:16])([F:15])[C:9]1[CH:8]=[C:7]([C:5]2[CH:4]=[CH:3][NH:2][N:21]=2)[CH:12]=[CH:11][CH:10]=1. The yield is 0.890. (5) The reactants are [Cl:1][C:2]1[CH:21]=[C:20]([OH:22])[CH:19]=[C:18]([Cl:23])[C:3]=1[CH2:4][CH:5]1[CH2:9][CH2:8][N:7]([C@@H:10]2[CH2:15][CH2:14][CH2:13][CH2:12][C@@H:11]2[CH3:16])[C:6]1=[O:17].CCN(CC)CC.[O:31](S(C(F)(F)F)(=O)=O)[S:32]([C:35]([F:38])([F:37])[F:36])(=O)=[O:33].O. The catalyst is C(Cl)Cl.CN(C1C=CN=CC=1)C. The product is [F:36][C:35]([F:38])([F:37])[S:32]([O:22][C:20]1[CH:19]=[C:18]([Cl:23])[C:3]([CH2:4][CH:5]2[CH2:9][CH2:8][N:7]([C@@H:10]3[CH2:15][CH2:14][CH2:13][CH2:12][C@@H:11]3[CH3:16])[C:6]2=[O:17])=[C:2]([Cl:1])[CH:21]=1)(=[O:33])=[O:31]. The yield is 0.880. (6) The reactants are [CH2:1]([N:4]1[C:12](=[O:13])[C:11]2[N:10]([CH2:14][O:15][CH2:16][CH2:17][Si:18]([CH3:21])([CH3:20])[CH3:19])[C:9]([C:22]3[CH:23]=[N:24][NH:25][CH:26]=3)=[N:8][C:7]=2[N:6]([CH2:27][CH2:28][CH3:29])[C:5]1=[O:30])[CH2:2][CH3:3].Br[CH2:32][C:33]([OH:35])=[O:34].C([O-])([O-])=O.[K+].[K+]. The catalyst is CC(C)=O. The product is [O:30]=[C:5]1[N:6]([CH2:27][CH2:28][CH3:29])[C:7]2[N:8]=[C:9]([C:22]3[CH:26]=[N:25][N:24]([CH2:32][C:33]([OH:35])=[O:34])[CH:23]=3)[N:10]([CH2:14][O:15][CH2:16][CH2:17][Si:18]([CH3:20])([CH3:21])[CH3:19])[C:11]=2[C:12](=[O:13])[N:4]1[CH2:1][CH2:2][CH3:3]. The yield is 0.610. (7) The reactants are Cl[C:2]1[CH:11]=[C:10]([Cl:12])[CH:9]=[CH:8][C:3]=1[C:4]([NH:6][NH2:7])=[O:5].[Cl:13]Cl.CCN(C(C)C)C(C)C.[Cl:24][CH2:25][C:26](Cl)=[O:27]. No catalyst specified. The product is [Cl:13][C:11]1[CH:2]=[C:3]([CH:8]=[CH:9][C:10]=1[Cl:12])[C:4]([NH:6][NH:7][C:26](=[O:27])[CH2:25][Cl:24])=[O:5]. The yield is 0.500. (8) The reactants are OO.[NH2:3][C:4]1[CH:9]=[CH:8][C:7]([Br:10])=[CH:6][N:5]=1.Br[C:12]([F:19])([F:18])[C:13](OCC)=[O:14].S(=O)(=O)(O)O. The catalyst is CS(C)=O.O.[CH-]1C=CC=C1.[CH-]1C=CC=C1.[Fe+2]. The product is [Br:10][C:7]1[CH:8]=[C:9]2[C:12]([F:19])([F:18])[C:13](=[O:14])[NH:3][C:4]2=[N:5][CH:6]=1. The yield is 0.484. (9) The catalyst is C1COCC1. The product is [C:25]12([C:31]([CH:17]3[C:12](=[O:11])[CH2:13][CH2:14][N:15]([C:18]([O:20][C:21]([CH3:24])([CH3:23])[CH3:22])=[O:19])[CH2:16]3)=[O:32])[CH2:30][CH:29]1[CH2:28][CH2:27][CH2:26]2. The yield is 0.363. The reactants are [Li+].C[Si]([N-][Si](C)(C)C)(C)C.[O:11]=[C:12]1[CH2:17][CH2:16][N:15]([C:18]([O:20][C:21]([CH3:24])([CH3:23])[CH3:22])=[O:19])[CH2:14][CH2:13]1.[C:25]12([C:31](N3C=CN=C3)=[O:32])[CH2:30][CH:29]1[CH2:28][CH2:27][CH2:26]2.